The task is: Predict the reaction yield, written as a fraction of the theoretical maximum amount of product (1.0 means a 100% yield; for example, 0.34 means a 34% yield).. This data is from Reaction yield outcomes from USPTO patents with 853,638 reactions. The reactants are [CH3:1][O:2][N:3]([CH3:15])[C:4]([C:6]1[C:14]2[C:9](=[CH:10][CH:11]=[CH:12][CH:13]=2)[NH:8][N:7]=1)=[O:5].FC(F)(F)C(O[I:21](C1C=CC=CC=1)OC(=O)C(F)(F)F)=O.II.OS([O-])=O.[Na+]. The catalyst is C(Cl)Cl. The product is [I:21][C:12]1[CH:13]=[C:14]2[C:9](=[CH:10][CH:11]=1)[NH:8][N:7]=[C:6]2[C:4]([N:3]([O:2][CH3:1])[CH3:15])=[O:5]. The yield is 0.720.